From a dataset of HIV replication inhibition screening data with 41,000+ compounds from the AIDS Antiviral Screen. Binary Classification. Given a drug SMILES string, predict its activity (active/inactive) in a high-throughput screening assay against a specified biological target. The drug is CC1CCC(O)C=CC(=O)OC(C)C(O)C=CC(=O)O1. The result is 0 (inactive).